Dataset: Reaction yield outcomes from USPTO patents with 853,638 reactions. Task: Predict the reaction yield, written as a fraction of the theoretical maximum amount of product (1.0 means a 100% yield; for example, 0.34 means a 34% yield). (1) The reactants are BrC1C(C)=CC(O)=CC=1[Cl:10].[Br:11][C:12]1[C:26]([CH3:27])=[CH:25][C:15]([O:16][CH2:17][O:18][CH2:19][CH2:20][Si:21]([CH3:24])([CH3:23])[CH3:22])=[C:14](OC)[CH:13]=1. No catalyst specified. The product is [Br:11][C:12]1[C:26]([CH3:27])=[CH:25][C:15]([O:16][CH2:17][O:18][CH2:19][CH2:20][Si:21]([CH3:24])([CH3:23])[CH3:22])=[C:14]([Cl:10])[CH:13]=1. The yield is 0.830. (2) The yield is 0.560. The catalyst is CN(C=O)C. The product is [Br:1][C:2]1[C:3](=[O:9])[N:4]([CH2:17][O:16][CH2:15][CH2:14][Si:13]([CH3:20])([CH3:19])[CH3:12])[N:5]=[C:6]([Cl:8])[CH:7]=1. The reactants are [Br:1][C:2]1[C:3](=[O:9])[NH:4][N:5]=[C:6]([Cl:8])[CH:7]=1.[H-].[Na+].[CH3:12][Si:13]([CH3:20])([CH3:19])[CH2:14][CH2:15][O:16][CH2:17]Cl.